This data is from Reaction yield outcomes from USPTO patents with 853,638 reactions. The task is: Predict the reaction yield, written as a fraction of the theoretical maximum amount of product (1.0 means a 100% yield; for example, 0.34 means a 34% yield). The reactants are [CH:1]([C:4]1[CH:9]=[CH:8][C:7]([C:10]2[C:14]3[C:15]([CH3:21])=[CH:16][C:17]([CH3:20])=[C:18]([CH3:19])[C:13]=3[O:12][C:11]=2[CH3:22])=[CH:6][CH:5]=1)([CH3:3])[CH3:2].C(C1C=CC(C2C3C(C)=CC(C)=C(C)C=3OC2C)=CC=1)(C)C.BrC1C(C)=C(C)C2OC(C)C(C3C=CC(C(C)C)=CC=3)C=2C=1C.C(NC1C(C)=C(C)C2OC(C)C(C3C=CC(C(C)C)=CC=3)C=2C=1C)C1C=CC=CC=1.C(C1C=CC(C2C3C(C)=C(N)C(C)=C(C)C=3OC2C)=CC=1)(C)C.C(CC(Cl)=O)(C)(C)C.C(C1C=CC(C2C3C(C)=C([NH:149][C:150](=[O:156])[CH2:151][C:152]([CH3:155])([CH3:154])[CH3:153])C(C)=C(C)C=3OC2C)=CC=1)(C)C. The catalyst is CCCCCC. The product is [CH:1]([C:4]1[CH:5]=[CH:6][C:7]([C@@H:10]2[C:14]3[C:15]([CH3:21])=[C:16]([NH:149][C:150](=[O:156])[CH2:151][C:152]([CH3:155])([CH3:154])[CH3:153])[C:17]([CH3:20])=[C:18]([CH3:19])[C:13]=3[O:12][C@H:11]2[CH3:22])=[CH:8][CH:9]=1)([CH3:3])[CH3:2]. The yield is 0.180.